The task is: Predict the reaction yield, written as a fraction of the theoretical maximum amount of product (1.0 means a 100% yield; for example, 0.34 means a 34% yield).. This data is from Reaction yield outcomes from USPTO patents with 853,638 reactions. (1) The reactants are [C:1]([C:4]1[C:9](=[O:10])[C:8]([O:11][CH3:12])=[CH:7][N:6]([C:13]2[CH:18]=[C:17]([C:19]3[CH:20]=[N:21][N:22]([CH3:24])[CH:23]=3)[CH:16]=[CH:15][C:14]=2[F:25])[N:5]=1)(=O)[CH3:2].[CH3:26]C(O)=O.[C:30]1([NH:36][NH2:37])[CH:35]=[CH:34][CH:33]=[CH:32][CH:31]=1. The catalyst is COC(OC)N(C)C.Cl. The product is [F:25][C:14]1[CH:15]=[CH:16][C:17]([C:19]2[CH:20]=[N:21][N:22]([CH3:24])[CH:23]=2)=[CH:18][C:13]=1[N:6]1[CH:7]=[C:8]([O:11][CH3:12])[C:9](=[O:10])[C:4]([C:1]2[N:36]([C:30]3[CH:35]=[CH:34][CH:33]=[CH:32][CH:31]=3)[N:37]=[CH:26][CH:2]=2)=[N:5]1. The yield is 0.460. (2) The reactants are [F:1][C:2]1[CH:7]=[CH:6][C:5]([C:8](=O)[CH2:9][C:10]2[CH:15]=[CH:14][N:13]=[CH:12][CH:11]=2)=[CH:4][CH:3]=1.[F:17][C:18]1[CH:25]=[CH:24][C:21](C=O)=[CH:20][CH:19]=1.[NH2:26][C:27]1[C:28]([C:32]([O:34][CH3:35])=[O:33])=[CH:29][S:30][CH:31]=1.Cl.[OH-].[Na+].[CH3:39]OCCO. The catalyst is CO.C(Cl)(Cl)Cl. The product is [F:17][C:18]1[CH:19]=[CH:20][C:21]([C:9]2([C:10]3[CH:15]=[CH:14][N:13]=[CH:12][CH:11]=3)[CH:39]=[N:26][C:27]3=[C:28]([C:32]([O:34][CH3:35])=[O:33])[CH2:29][S:30][C:31]3=[C:8]2[C:5]2[CH:6]=[CH:7][C:2]([F:1])=[CH:3][CH:4]=2)=[CH:24][CH:25]=1. The yield is 0.830. (3) The reactants are Br[C:2]1[C:3]2[C:8]([CH:9]=[C:10]3[C:15]=1[CH:14]=[CH:13][CH:12]=[CH:11]3)=[CH:7][CH:6]=[CH:5][CH:4]=2.[CH:16]([C:18]1[CH:23]=[CH:22][C:21](B(O)O)=[CH:20][CH:19]=1)=[O:17].[F-].[K+]. The catalyst is C1COCC1.C1C=CC(/C=C/C(/C=C/C2C=CC=CC=2)=O)=CC=1.C1C=CC(/C=C/C(/C=C/C2C=CC=CC=2)=O)=CC=1.C1C=CC(/C=C/C(/C=C/C2C=CC=CC=2)=O)=CC=1.[Pd].[Pd].C(P(C(C)(C)C)C(C)(C)C)(C)(C)C.C1(C)C=CC=CC=1.O. The product is [CH:16]([C:18]1[CH:23]=[CH:22][C:21]([C:2]2[C:3]3[C:8]([CH:9]=[C:10]4[C:15]=2[CH:14]=[CH:13][CH:12]=[CH:11]4)=[CH:7][CH:6]=[CH:5][CH:4]=3)=[CH:20][CH:19]=1)=[O:17]. The yield is 0.780. (4) The reactants are [N:1]12[CH2:8][CH2:7][C:4]([C:9]([C:17]3[CH:22]=[CH:21][CH:20]=[CH:19][CH:18]=3)([C:11]3[CH:16]=[CH:15][CH:14]=[CH:13][CH:12]=3)[OH:10])([CH2:5][CH2:6]1)[CH2:3][CH2:2]2.[C:23]1([O:29][CH2:30][CH2:31][CH2:32][Br:33])[CH:28]=[CH:27][CH:26]=[CH:25][CH:24]=1. The catalyst is CC#N. The product is [Br-:33].[OH:10][C:9]([C:17]1[CH:22]=[CH:21][CH:20]=[CH:19][CH:18]=1)([C:11]1[CH:12]=[CH:13][CH:14]=[CH:15][CH:16]=1)[C:4]12[CH2:5][CH2:6][N+:1]([CH2:32][CH2:31][CH2:30][O:29][C:23]3[CH:28]=[CH:27][CH:26]=[CH:25][CH:24]=3)([CH2:2][CH2:3]1)[CH2:8][CH2:7]2. The yield is 0.860. (5) The reactants are [NH2:1][C:2]1[N:11]=[C:10]([O:12][CH2:13][CH:14]2[CH2:16][CH2:15]2)[C:9]2[C:4](=[CH:5][CH:6]=[C:7](Br)[CH:8]=2)[N:3]=1.[C:18]([NH:21][C:22]1[CH:27]=[CH:26][C:25](B(O)O)=[CH:24][CH:23]=1)(=[O:20])[CH3:19].FC1C=CC(C2C=C3C(=CC=2)N=CN=C3O)=CC=1. No catalyst specified. The product is [NH2:1][C:2]1[N:11]=[C:10]([O:12][CH2:13][CH:14]2[CH2:16][CH2:15]2)[C:9]2[C:4](=[CH:5][CH:6]=[C:7]([C:25]3[CH:26]=[CH:27][C:22]([NH:21][C:18](=[O:20])[CH3:19])=[CH:23][CH:24]=3)[CH:8]=2)[N:3]=1. The yield is 0.860. (6) The reactants are [OH:1][CH2:2][CH:3]1[CH2:8][CH2:7][CH2:6][CH2:5][N:4]1[C:9]([O:11][C:12]([CH3:15])([CH3:14])[CH3:13])=[O:10].[H-].[Na+].[N+:18]([C:21]1[CH:28]=[CH:27][CH:26]=[C:25]([N+]([O-])=O)[C:22]=1[C:23]#[N:24])([O-:20])=[O:19]. The catalyst is C1COCC1.CN(C=O)C.O. The product is [C:23]([C:22]1[C:21]([N+:18]([O-:20])=[O:19])=[CH:28][CH:27]=[CH:26][C:25]=1[O:1][CH2:2][CH:3]1[CH2:8][CH2:7][CH2:6][CH2:5][N:4]1[C:9]([O:11][C:12]([CH3:15])([CH3:14])[CH3:13])=[O:10])#[N:24]. The yield is 0.706.